This data is from Full USPTO retrosynthesis dataset with 1.9M reactions from patents (1976-2016). The task is: Predict the reactants needed to synthesize the given product. Given the product [CH3:6][C:7]1([CH3:17])[C@H:12]2[CH2:13][C@@H:8]1[CH2:9][CH2:10][C@@H:11]2[CH2:19][C:18]([OH:21])=[O:20], predict the reactants needed to synthesize it. The reactants are: S(=O)(=O)(O)O.[CH3:6][C:7]1([CH3:17])[C@H:12]2[CH2:13][C@@H:8]1[CH2:9][CH2:10][C@@H:11]2CC#N.[CH2:18]([OH:20])[CH3:19].[OH:21]S(O)(=O)=O.